This data is from Full USPTO retrosynthesis dataset with 1.9M reactions from patents (1976-2016). The task is: Predict the reactants needed to synthesize the given product. Given the product [CH3:14][C:15]1[NH:16][C:17]2[C:22]([CH:23]=1)=[CH:21][C:20]([O:24][C:2]1[CH:7]=[CH:6][N:5]=[C:4]3[CH:8]=[C:9]([C:11]([OH:13])=[O:12])[S:10][C:3]=13)=[CH:19][CH:18]=2, predict the reactants needed to synthesize it. The reactants are: Cl[C:2]1[CH:7]=[CH:6][N:5]=[C:4]2[CH:8]=[C:9]([C:11]([OH:13])=[O:12])[S:10][C:3]=12.[CH3:14][C:15]1[NH:16][CH:17]2[CH:22]([CH:23]=1)[CH:21]=[C:20]([OH:24])[CH:19]=[CH:18]2.C([O-])([O-])=O.[Cs+].[Cs+].C([O-])(O)=O.[Na+].Cl.